This data is from Blood-brain barrier penetration binary classification data from Martins et al.. The task is: Regression/Classification. Given a drug SMILES string, predict its absorption, distribution, metabolism, or excretion properties. Task type varies by dataset: regression for continuous measurements (e.g., permeability, clearance, half-life) or binary classification for categorical outcomes (e.g., BBB penetration, CYP inhibition). Dataset: bbb_martins. (1) The drug is CC(C)N1CCOC(c2ccc(C(F)(F)F)cc2)C1. The result is 1 (penetrates BBB). (2) The compound is CC(=O)Nc1ccc(OC(C)(C)C)cc1. The result is 1 (penetrates BBB). (3) The molecule is Cc1nnc2n1-c1ccc(Cl)cc1C(c1ccccc1Cl)=NC2. The result is 1 (penetrates BBB). (4) The drug is NC(=O)OCC(COC(N)=O)c1ccccc1. The result is 1 (penetrates BBB). (5) The compound is O=C1N(C(O)C(Cl)(Cl)Cl)CNC1(c1ccccc1)c1ccccc1. The result is 1 (penetrates BBB).